Dataset: Reaction yield outcomes from USPTO patents with 853,638 reactions. Task: Predict the reaction yield, written as a fraction of the theoretical maximum amount of product (1.0 means a 100% yield; for example, 0.34 means a 34% yield). The reactants are Cl.CN(C)CCCN=C=NCC.CN1CCOCC1.[NH2:20][CH2:21][CH:22]1[CH2:27][CH2:26][CH2:25][N:24]([C:28]2[CH:33]=[CH:32][CH:31]=[CH:30][C:29]=2[CH2:34][C:35]([O:37][CH3:38])=[O:36])[CH2:23]1.[C:39]1([C:45]2[S:46][C:47]([C:51](O)=[O:52])=[C:48]([CH3:50])[N:49]=2)[CH:44]=[CH:43][CH:42]=[CH:41][CH:40]=1.O.ON1C2C=CC=CC=2N=N1. The catalyst is CN(C)C(=O)C.C(OCC)(=O)C. The product is [C:39]1([C:45]2[S:46][C:47]([C:51]([NH:20][CH2:21][CH:22]3[CH2:27][CH2:26][CH2:25][N:24]([C:28]4[CH:33]=[CH:32][CH:31]=[CH:30][C:29]=4[CH2:34][C:35]([O:37][CH3:38])=[O:36])[CH2:23]3)=[O:52])=[C:48]([CH3:50])[N:49]=2)[CH:40]=[CH:41][CH:42]=[CH:43][CH:44]=1. The yield is 0.140.